Dataset: CYP2C19 inhibition data for predicting drug metabolism from PubChem BioAssay. Task: Regression/Classification. Given a drug SMILES string, predict its absorption, distribution, metabolism, or excretion properties. Task type varies by dataset: regression for continuous measurements (e.g., permeability, clearance, half-life) or binary classification for categorical outcomes (e.g., BBB penetration, CYP inhibition). Dataset: cyp2c19_veith. (1) The drug is O=c1c(-c2ccc(Cl)cc2)nc2cncnc2n1Cc1ccccc1Cl. The result is 1 (inhibitor). (2) The compound is O=C(Nc1ccc2nc(SCc3ccc(Cl)cc3)sc2c1)c1ccccc1C(=O)N1CCOCC1. The result is 1 (inhibitor). (3) The compound is Cc1c(C=O)c2ccccn2c1C(=O)c1ccncc1. The result is 1 (inhibitor). (4) The drug is CC1(C)S[C@@H]2[C@H](NC(=O)[C@H](C(=O)[O-])c3ccsc3)C(=O)N2[C@H]1C(=O)[O-].[Na+].[Na+]. The result is 0 (non-inhibitor). (5) The molecule is COc1ccccc1-c1c(C(F)(F)F)oc2cc(OC(=O)c3cccc([N+](=O)[O-])c3C)ccc2c1=O. The result is 1 (inhibitor). (6) The compound is CCOC(=O)C1=C(C)NC(C)=C(C(=O)OC)[C@@H]1c1cccc([N+](=O)[O-])c1. The result is 1 (inhibitor). (7) The drug is CCOC(=O)CN1NC2(CCC(C(C)(C)C)CC2)NC1=S. The result is 1 (inhibitor). (8) The molecule is CC1CCN(c2ccccc2NC(=S)NC(=O)c2cccs2)CC1. The result is 1 (inhibitor).